From a dataset of Full USPTO retrosynthesis dataset with 1.9M reactions from patents (1976-2016). Predict the reactants needed to synthesize the given product. (1) Given the product [CH3:12][C:10]1[O:11][C:7]2[CH:6]=[C:5]([CH2:3][OH:2])[CH:14]=[CH:13][C:8]=2[N:9]=1, predict the reactants needed to synthesize it. The reactants are: C[O:2][C:3]([C:5]1[CH:14]=[CH:13][C:8]2[N:9]=[C:10]([CH3:12])[O:11][C:7]=2[CH:6]=1)=O.[H-].[Al+3].[Li+].[H-].[H-].[H-].O.[OH-].[Na+]. (2) Given the product [ClH:46].[F:34][C:31]([F:32])([F:33])[C:29]1[CH:28]=[C:5]([CH:4]=[C:3]([C:2]([F:1])([F:35])[F:36])[CH:30]=1)[C:6]([N:8]1[CH2:13][CH2:12][NH:11][CH2:10][CH:9]1[CH2:18][C:19]1[C:27]2[C:22](=[CH:23][CH:24]=[CH:25][CH:26]=2)[NH:21][CH:20]=1)=[O:7], predict the reactants needed to synthesize it. The reactants are: [F:1][C:2]([F:36])([F:35])[C:3]1[CH:4]=[C:5]([CH:28]=[C:29]([C:31]([F:34])([F:33])[F:32])[CH:30]=1)[C:6]([N:8]1[CH2:13][CH2:12][N:11](CC(O)=O)[CH2:10][C@H:9]1[CH2:18][C:19]1[C:27]2[C:22](=[CH:23][CH:24]=[CH:25][CH:26]=2)[NH:21][CH:20]=1)=[O:7].CCCCCCCCC.[ClH:46].CN(C)CCCN=C=NCC.ON1C2C=CC=CC=2N=N1.C(=O)(O)[O-].[Na+]. (3) The reactants are: [CH:1]([O:4][C:5]([C@H:7]1[CH2:12][CH2:11][C@H:10]([C:13]2[CH:18]=[CH:17][C:16]([NH2:19])=[CH:15][CH:14]=2)[CH2:9][CH2:8]1)=[O:6])([CH3:3])[CH3:2].C(N(CC)CC)C.[Cl:27][C:28]1[CH:29]=[C:30]([CH:34]=[CH:35][C:36]=1[Cl:37])[C:31](Cl)=[O:32]. Given the product [CH:1]([O:4][C:5]([C@H:7]1[CH2:8][CH2:9][C@H:10]([C:13]2[CH:14]=[CH:15][C:16]([NH:19][C:31](=[O:32])[C:30]3[CH:34]=[CH:35][C:36]([Cl:37])=[C:28]([Cl:27])[CH:29]=3)=[CH:17][CH:18]=2)[CH2:11][CH2:12]1)=[O:6])([CH3:3])[CH3:2], predict the reactants needed to synthesize it. (4) The reactants are: C(OC([N:8]([CH2:24][C:25]1([C:29]2[C:34]([F:35])=[CH:33][CH:32]=[CH:31][N:30]=2)[CH2:28][CH2:27][CH2:26]1)[C:9]1[N:14]=[N:13][C:12]([C:15]2[CH:19]=[C:18]([C:20]([O:22]C)=O)[O:17][N:16]=2)=[CH:11][CH:10]=1)=O)(C)(C)C.[OH-].[NH4+:37]. Given the product [F:35][C:34]1[C:29]([C:25]2([CH2:24][NH:8][C:9]3[N:14]=[N:13][C:12]([C:15]4[CH:19]=[C:18]([C:20]([NH2:37])=[O:22])[O:17][N:16]=4)=[CH:11][CH:10]=3)[CH2:28][CH2:27][CH2:26]2)=[N:30][CH:31]=[CH:32][CH:33]=1, predict the reactants needed to synthesize it. (5) Given the product [C:1]([O:5][CH2:6][CH2:7][CH2:8][CH2:9][CH2:10][CH2:11][CH2:12][CH2:13][CH2:14][CH2:15][CH2:16][CH2:17][CH2:18][CH2:19][CH2:20][CH2:21][CH2:22][CH2:23][CH2:24][CH2:25][CH2:26][CH3:27])(=[O:4])[CH:2]=[CH2:3].[C:28]([O:33][CH2:34][CH2:35][CH2:36][CH2:37][CH2:38][CH2:39][CH2:40][CH2:41][CH2:42][CH2:43][CH2:44][CH3:45])(=[O:32])[C:29]([CH3:31])=[CH2:30].[C:49]1(=[O:50])[O:51][C:46](=[O:52])[CH:47]=[CH:48]1, predict the reactants needed to synthesize it. The reactants are: [C:1]([O:5][CH2:6][CH2:7][CH2:8][CH2:9][CH2:10][CH2:11][CH2:12][CH2:13][CH2:14][CH2:15][CH2:16][CH2:17][CH2:18][CH2:19][CH2:20][CH2:21][CH2:22][CH2:23][CH2:24][CH2:25][CH2:26][CH3:27])(=[O:4])[CH:2]=[CH2:3].[C:28]([O:33][CH2:34][CH2:35][CH2:36][CH2:37][CH2:38][CH2:39][CH2:40][CH2:41][CH2:42][CH2:43][CH2:44][CH3:45])(=[O:32])[C:29]([CH3:31])=[CH2:30].[C:46]1(=[O:52])[O:51][C:49](=[O:50])[CH:48]=[CH:47]1. (6) Given the product [CH2:1]([C:8]1[N:9]=[C:10]2[NH:13][C:24]([C:21]3[CH:22]=[CH:23][C:15]4[O:14][CH2:19][CH2:18][O:17][C:16]=4[CH:20]=3)=[CH:25][C:26](=[O:27])[N:11]2[N:12]=1)[C:2]1[CH:3]=[CH:4][CH:5]=[CH:6][CH:7]=1, predict the reactants needed to synthesize it. The reactants are: [CH2:1]([C:8]1[N:9]=[C:10]([NH2:13])[NH:11][N:12]=1)[C:2]1[CH:7]=[CH:6][CH:5]=[CH:4][CH:3]=1.[O:14]1[CH2:19][CH2:18][O:17][C:16]2[CH:20]=[C:21]([C:24](=O)[CH2:25][C:26](OCC)=[O:27])[CH:22]=[CH:23][C:15]1=2. (7) Given the product [Cl:8][C:7]1[C:6]([N:19]2[CH2:23][CH2:22][C@@H:21]([NH:24][C:25](=[O:31])[O:26][C:27]([CH3:29])([CH3:28])[CH3:30])[CH2:20]2)=[CH:5][N:4]=[N:3][C:2]=1[Cl:1], predict the reactants needed to synthesize it. The reactants are: [Cl:1][C:2]1[N:3]=[N:4][CH:5]=[C:6](Cl)[C:7]=1[Cl:8].CCN(C(C)C)C(C)C.[NH:19]1[CH2:23][CH2:22][C@@H:21]([NH:24][C:25](=[O:31])[O:26][C:27]([CH3:30])([CH3:29])[CH3:28])[CH2:20]1. (8) Given the product [CH2:28]([N:29]1[C:30]2[N:8]=[CH:9][C:10]([C:12]([O:14][CH2:15][CH3:16])=[O:13])=[CH:11][C:5]=2[C:4](=[O:17])[N:3]([CH2:25][CH3:26])[C:31]1=[O:32])[CH3:18], predict the reactants needed to synthesize it. The reactants are: O=C1NC2[N:8]=[CH:9][C:10]([C:12]([O:14][CH2:15][CH3:16])=[O:13])=[CH:11][C:5]=2[C:4](=[O:17])[NH:3]1.[C:18](=O)([O-])[O-].[K+].[K+].I[CH2:25][CH3:26].O.[CH3:28][N:29]([CH:31]=[O:32])[CH3:30]. (9) Given the product [F:10][C:9]1[CH:8]=[C:7]([B:13]2[O:17][C:16]([CH3:19])([CH3:18])[C:15]([CH3:21])([CH3:20])[O:14]2)[C:6]([F:12])=[CH:5][C:4]=1[C:2](=[O:3])[CH3:1], predict the reactants needed to synthesize it. The reactants are: [CH3:1][C:2]([C:4]1[C:9]([F:10])=[CH:8][C:7](Cl)=[C:6]([F:12])[CH:5]=1)=[O:3].[B:13]1([B:13]2[O:17][C:16]([CH3:19])([CH3:18])[C:15]([CH3:21])([CH3:20])[O:14]2)[O:17][C:16]([CH3:19])([CH3:18])[C:15]([CH3:21])([CH3:20])[O:14]1.C([O-])(=O)C.[K+].C(=O)(O)[O-].[Na+].